Dataset: Reaction yield outcomes from USPTO patents with 853,638 reactions. Task: Predict the reaction yield, written as a fraction of the theoretical maximum amount of product (1.0 means a 100% yield; for example, 0.34 means a 34% yield). The reactants are [CH2:1]([C:3]1[N:4]([C:28]2[CH:33]=[CH:32][C:31]([O:34][CH:35]3[CH2:40][CH2:39][CH:38]([CH2:41][OH:42])[CH2:37][CH2:36]3)=[CH:30][CH:29]=2)[C:5](=[O:27])[C:6]([CH2:12][C:13]2[CH:18]=[CH:17][C:16]([C:19]3[C:20]([C:25]#[N:26])=[CH:21][CH:22]=[CH:23][CH:24]=3)=[CH:15][CH:14]=2)=[C:7]([CH2:9][CH2:10][CH3:11])[N:8]=1)[CH3:2].[N:43]1C(C)=CC=CC=1C.FC(F)(F)S(O[Si](C(C)(C)C)(C)C)(=O)=O.[C:66]([O:69]CC)(=[O:68])C. The catalyst is ClCCl. The product is [CH2:1]([C:3]1[N:4]([C:28]2[CH:33]=[CH:32][C:31]([O:34][CH:35]3[CH2:36][CH2:37][CH:38]([CH2:41][OH:42])[CH2:39][CH2:40]3)=[CH:30][CH:29]=2)[C:5](=[O:27])[C:6]([CH2:12][C:13]2[CH:14]=[CH:15][C:16]([C:19]3[CH:24]=[CH:23][CH:22]=[CH:21][C:20]=3[C:25]3[NH:43][C:66](=[O:68])[O:69][N:26]=3)=[CH:17][CH:18]=2)=[C:7]([CH2:9][CH2:10][CH3:11])[N:8]=1)[CH3:2]. The yield is 0.770.